From a dataset of Reaction yield outcomes from USPTO patents with 853,638 reactions. Predict the reaction yield, written as a fraction of the theoretical maximum amount of product (1.0 means a 100% yield; for example, 0.34 means a 34% yield). (1) The reactants are [C:1]([Si:5]([CH3:34])([CH3:33])[O:6][C:7]1[CH:8]=[C:9]([CH:31]=[CH2:32])[C:10]2[O:14][C:13]([C:15]3[CH:20]=[CH:19][C:18]([O:21][Si](C(C)(C)C)(C)C)=[C:17]([F:29])[CH:16]=3)=[N:12][C:11]=2[CH:30]=1)([CH3:4])([CH3:3])[CH3:2].C(OCC)(=O)C.C([O-])(O)=O.[Na+].O. The catalyst is C(O)(=O)C. The product is [C:1]([Si:5]([CH3:34])([CH3:33])[O:6][C:7]1[CH:8]=[C:9]([CH:31]=[CH2:32])[C:10]2[O:14][C:13]([C:15]3[CH:20]=[CH:19][C:18]([OH:21])=[C:17]([F:29])[CH:16]=3)=[N:12][C:11]=2[CH:30]=1)([CH3:4])([CH3:3])[CH3:2]. The yield is 0.820. (2) The reactants are [Br:1][C:2]1[CH:3]=[C:4]([CH:7]=[C:8]([O:11][CH2:12][CH3:13])[C:9]=1[OH:10])[CH:5]=[O:6].[H-].[Na+].[CH2:16](Cl)[O:17][CH3:18].CCOC(C)=O. The catalyst is CN(C=O)C. The product is [Br:1][C:2]1[CH:3]=[C:4]([CH:7]=[C:8]([O:11][CH2:12][CH3:13])[C:9]=1[O:10][CH2:16][O:17][CH3:18])[CH:5]=[O:6]. The yield is 0.593. (3) The reactants are [F:1][CH:2]([F:21])[O:3][CH2:4][C@@H:5]1[CH2:9][N:8]([C:10]([O:12][C:13]([CH3:16])([CH3:15])[CH3:14])=[O:11])[C@H:7]([C:17]([O:19]C)=[O:18])[CH2:6]1.[Li+].[OH-].Cl. The catalyst is C1COCC1.CO. The product is [C:13]([O:12][C:10]([N:8]1[CH2:9][C@@H:5]([CH2:4][O:3][CH:2]([F:1])[F:21])[CH2:6][C@H:7]1[C:17]([OH:19])=[O:18])=[O:11])([CH3:16])([CH3:14])[CH3:15]. The yield is 0.990. (4) The reactants are [OH:1][N:2]=[CH:3][C:4]1[C:13]2[C:8](=[CH:9][CH:10]=[CH:11][CH:12]=2)[C:7]([C:14]([O:16][CH3:17])=[O:15])=[CH:6][CH:5]=1.ClN1C(=O)CCC1=O.[Cl:26][C:27]1[CH:32]=[C:31]([C:33]([C:35]([F:38])([F:37])[F:36])=[CH2:34])[CH:30]=[C:29]([Cl:39])[CH:28]=1.C(N(CC)CC)C. The catalyst is CN(C)C=O.O. The product is [Cl:26][C:27]1[CH:32]=[C:31]([C:33]2([C:35]([F:38])([F:36])[F:37])[O:1][N:2]=[C:3]([C:4]3[C:13]4[C:8](=[CH:9][CH:10]=[CH:11][CH:12]=4)[C:7]([C:14]([O:16][CH3:17])=[O:15])=[CH:6][CH:5]=3)[CH2:34]2)[CH:30]=[C:29]([Cl:39])[CH:28]=1. The yield is 0.340. (5) The reactants are Br[C:2]1[CH:3]=[CH:4][C:5]2[C:6]3[CH2:15][N:14]([C:16]([O:18][C:19]([CH3:22])([CH3:21])[CH3:20])=[O:17])[CH2:13][CH2:12][C:7]=3[N:8]([CH3:11])[C:9]=2[CH:10]=1.[Cl:23][C:24]1[CH:29]=[C:28]([Cl:30])[CH:27]=[CH:26][C:25]=1[C:31]1[CH:36]=[CH:35][NH:34][C:33](=[O:37])[CH:32]=1. No catalyst specified. The product is [Cl:23][C:24]1[CH:29]=[C:28]([Cl:30])[CH:27]=[CH:26][C:25]=1[C:31]1[CH:36]=[CH:35][N:34]([C:2]2[CH:3]=[CH:4][C:5]3[C:6]4[CH2:15][N:14]([C:16]([O:18][C:19]([CH3:22])([CH3:21])[CH3:20])=[O:17])[CH2:13][CH2:12][C:7]=4[N:8]([CH3:11])[C:9]=3[CH:10]=2)[C:33](=[O:37])[CH:32]=1. The yield is 0.200. (6) The reactants are [Cl:1][C:2]1[CH:3]=[C:4]([C:8]([C:10]2[CH:11]=[N:12][CH:13]=[CH:14][C:15]=2Cl)=[O:9])[CH:5]=[CH:6][CH:7]=1.[CH3:17][NH2:18]. The catalyst is O. The product is [Cl:1][C:2]1[CH:3]=[C:4]([C:8]([C:10]2[CH:11]=[N:12][CH:13]=[CH:14][C:15]=2[NH:18][CH3:17])=[O:9])[CH:5]=[CH:6][CH:7]=1. The yield is 0.550. (7) The reactants are [Cl:1][C:2]1[CH:7]=[CH:6][C:5]([F:8])=[CH:4][C:3]=1[CH2:9][C@@H:10]([N:12]=[N+]=[N-])[CH3:11]. The catalyst is CCOC(C)=O.[Pd]. The product is [Cl:1][C:2]1[CH:7]=[CH:6][C:5]([F:8])=[CH:4][C:3]=1[CH2:9][C@@H:10]([NH2:12])[CH3:11]. The yield is 0.670. (8) The reactants are [CH3:1][N:2]([CH3:18])[C:3]([CH:6]1[CH2:10][CH2:9][N:8](CC2C=CC=CC=2)[CH2:7]1)([CH3:5])[CH3:4].[ClH:19]. The catalyst is CO. The product is [ClH:19].[CH3:18][N:2]([CH3:1])[C:3]([CH:6]1[CH2:10][CH2:9][NH:8][CH2:7]1)([CH3:5])[CH3:4]. The yield is 0.760. (9) The product is [F:19][C:18]([F:20])([C:21]1[CH:22]=[CH:23][CH:24]=[CH:25][CH:26]=1)[CH2:17][N:14]1[CH:2]=[C:1]([C:3]2[S:4][C:5]([C:9]([O:11][CH2:12][CH3:13])=[O:10])=[C:6]([CH3:8])[N:7]=2)[N:16]=[N:15]1. The reactants are [C:1]([C:3]1[S:4][C:5]([C:9]([O:11][CH2:12][CH3:13])=[O:10])=[C:6]([CH3:8])[N:7]=1)#[CH:2].[N:14]([CH2:17][C:18]([C:21]1[CH:26]=[CH:25][CH:24]=[CH:23][CH:22]=1)([F:20])[F:19])=[N+:15]=[N-:16].C(N(CC)C(C)C)(C)C. The catalyst is O1CCCC1.[Cu]I. The yield is 0.670.